This data is from Forward reaction prediction with 1.9M reactions from USPTO patents (1976-2016). The task is: Predict the product of the given reaction. (1) Given the reactants Br.[CH3:2][N:3]1[CH2:8][CH2:7][C:6](=O)[CH2:5][CH2:4]1.BrBr.[CH3:12][O:13][C:14]1[CH:19]=[C:18]([O:20][CH3:21])[CH:17]=[C:16]([O:22][CH3:23])[CH:15]=1.C(OC(=O)C)(=[O:26])C.[OH-].[Na+], predict the reaction product. The product is: [OH:26][CH:5]1[C:6]([C:15]2[C:16]([O:22][CH3:23])=[CH:17][C:18]([O:20][CH3:21])=[CH:19][C:14]=2[O:13][CH3:12])=[CH:7][CH2:8][N:3]([CH3:2])[CH2:4]1. (2) Given the reactants [Br:1][C:2]1[S:10][C:9]2[C:4](=[N:5][CH:6]=[CH:7][C:8]=2Cl)[CH:3]=1.C(=O)([O-])[O-].[K+].[K+].[F:18][C:19]1[CH:24]=[C:23]([N+:25]([O-:27])=[O:26])[CH:22]=[CH:21][C:20]=1[OH:28], predict the reaction product. The product is: [Br:1][C:2]1[S:10][C:9]2[C:4](=[N:5][CH:6]=[CH:7][C:8]=2[O:28][C:20]2[CH:21]=[CH:22][C:23]([N+:25]([O-:27])=[O:26])=[CH:24][C:19]=2[F:18])[CH:3]=1. (3) Given the reactants [C:1]([C:3]1[C:8]([C:9]([C:17]2[CH:22]=[CH:21][CH:20]=[C:19]([O:23][CH2:24][CH2:25][CH2:26][F:27])[CH:18]=2)=[N:10]S(C(C)(C)C)=O)=[CH:7][CH:6]=[CH:5][N:4]=1)#[N:2].I[C:29]1[CH:34]=[CH:33][N:32]=[CH:31][CH:30]=1, predict the reaction product. The product is: [F:27][CH2:26][CH2:25][CH2:24][O:23][C:19]1[CH:18]=[C:17]([C:9]2([C:29]3[CH:34]=[CH:33][N:32]=[CH:31][CH:30]=3)[C:8]3[C:3](=[N:4][CH:5]=[CH:6][CH:7]=3)[C:1]([NH2:2])=[N:10]2)[CH:22]=[CH:21][CH:20]=1. (4) The product is: [CH2:1]([O:3][C:4]([CH:5]1[CH:11]([C:16]2[C:21]([O:22][CH3:23])=[CH:20][C:19]([O:24][CH3:25])=[CH:18][C:17]=2[O:26][CH3:27])[CH2:12][NH:13][C:6]1=[O:7])=[O:28])[CH3:2]. Given the reactants [CH2:1]([O:3][C:4](=[O:28])[CH:5]([CH:11]([C:16]1[C:21]([O:22][CH3:23])=[CH:20][C:19]([O:24][CH3:25])=[CH:18][C:17]=1[O:26][CH3:27])[CH2:12][N+:13]([O-])=O)[C:6](OCC)=[O:7])[CH3:2].C(O)(=O)C.C([O-])([O-])=O.[Na+].[Na+], predict the reaction product. (5) The product is: [NH2:1][C:2]1[C:7]([C:8]#[N:9])=[C:6]([C:10]2[CH:11]=[CH:12][C:13]([O:16][CH2:17][CH2:18][OH:19])=[CH:14][CH:15]=2)[C:5]([C:20]#[N:21])=[C:4]([S:22][CH2:29][C:30]2[N:31]=[C:32]([CH3:23])[S:33][CH:34]=2)[N:3]=1. Given the reactants [NH2:1][C:2]1[C:7]([C:8]#[N:9])=[C:6]([C:10]2[CH:15]=[CH:14][C:13]([O:16][CH2:17][CH2:18][OH:19])=[CH:12][CH:11]=2)[C:5]([C:20]#[N:21])=[C:4]([SH:22])[N:3]=1.[C:23](=O)(O)[O-].[Na+].Cl.[CH3:29][C:30]1[N:31]=[C:32](Cl)[S:33][CH:34]=1, predict the reaction product.